This data is from Full USPTO retrosynthesis dataset with 1.9M reactions from patents (1976-2016). The task is: Predict the reactants needed to synthesize the given product. (1) Given the product [Br:11][C:10]1[C:3]2[C:2]([Cl:1])=[N:7][CH:6]=[N:5][C:4]=2[NH:8][CH:9]=1, predict the reactants needed to synthesize it. The reactants are: [Cl:1][C:2]1[C:3]2[CH:10]=[CH:9][NH:8][C:4]=2[N:5]=[CH:6][N:7]=1.[Br:11]NC(=O)C. (2) The reactants are: [Cl:1][C:2]1[CH:3]=[CH:4][C:5]([O:12][CH3:13])=[C:6]([S:8](Cl)(=[O:10])=[O:9])[CH:7]=1.[CH3:14][O:15][C:16]([C:18]1[CH:19]=[CH:20][C:21]2[O:26][CH2:25][CH2:24][NH:23][C:22]=2[CH:27]=1)=[O:17]. Given the product [CH3:14][O:15][C:16]([C:18]1[CH:19]=[CH:20][C:21]2[O:26][CH2:25][CH2:24][N:23]([S:8]([C:6]3[CH:7]=[C:2]([Cl:1])[CH:3]=[CH:4][C:5]=3[O:12][CH3:13])(=[O:10])=[O:9])[C:22]=2[CH:27]=1)=[O:17], predict the reactants needed to synthesize it. (3) The reactants are: Cl[C:2]1[N:11]=[C:10]([N:12]2[CH2:16][CH2:15][C@H:14]([NH:17][C:18](=[O:20])[CH3:19])[CH2:13]2)[C:9]2[C:4](=[C:5]([CH3:21])[CH:6]=[CH:7][CH:8]=2)[N:3]=1.[NH2:22][C:23]1[CH:24]=[C:25]([CH:28]=[C:29]([NH2:31])[CH:30]=1)[C:26]#[N:27].C(N(C(C)C)CC)(C)C. Given the product [NH2:22][C:23]1[CH:30]=[C:29]([NH:31][C:2]2[N:11]=[C:10]([N:12]3[CH2:16][CH2:15][C@H:14]([NH:17][C:18](=[O:20])[CH3:19])[CH2:13]3)[C:9]3[C:4](=[C:5]([CH3:21])[CH:6]=[CH:7][CH:8]=3)[N:3]=2)[CH:28]=[C:25]([C:26]#[N:27])[CH:24]=1, predict the reactants needed to synthesize it. (4) Given the product [CH:17]([O:20][C:2]1[N:11]=[C:10]([N:12]([C:14]2[CH:19]=[CH:18][C:17]([O:20][CH3:21])=[CH:16][CH:15]=2)[CH3:13])[C:9]2[C:4](=[CH:5][CH:6]=[CH:7][CH:8]=2)[N:3]=1)([CH3:18])[CH3:16], predict the reactants needed to synthesize it. The reactants are: Cl[C:2]1[N:11]=[C:10]([N:12]([C:14]2[CH:19]=[CH:18][C:17]([O:20][CH3:21])=[CH:16][CH:15]=2)[CH3:13])[C:9]2[C:4](=[CH:5][CH:6]=[CH:7][CH:8]=2)[N:3]=1.[NH4+].[F-]. (5) Given the product [NH2:5][CH2:6][C@H:7]1[N:14]([C:15]([C:17]2[N:18]=[C:19]([CH3:29])[S:20][C:21]=2[C:22]2[CH:23]=[C:24]([CH3:28])[CH:25]=[CH:26][CH:27]=2)=[O:16])[CH2:13][C@H:12]2[C@@H:8]1[CH2:9][CH:10]([CH3:30])[CH2:11]2, predict the reactants needed to synthesize it. The reactants are: FC(F)(F)C([NH:5][CH2:6][C@H:7]1[N:14]([C:15]([C:17]2[N:18]=[C:19]([CH3:29])[S:20][C:21]=2[C:22]2[CH:23]=[C:24]([CH3:28])[CH:25]=[CH:26][CH:27]=2)=[O:16])[CH2:13][C@H:12]2[C@@H:8]1[CH2:9][CH:10]([CH3:30])[CH2:11]2)=O.C([O-])([O-])=O.[K+].[K+].CCOCC.